From a dataset of Catalyst prediction with 721,799 reactions and 888 catalyst types from USPTO. Predict which catalyst facilitates the given reaction. Reactant: Cl.[CH3:2][CH:3]([CH3:13])[CH2:4][C@H:5]([NH:8][CH2:9][CH:10]([CH3:12])[CH3:11])[CH2:6]O.[C:14](=[S:16])=[S:15].C([O-])([O-])=O.[Cs+].[Cs+]. Product: [CH2:9]([N:8]1[C@@H:5]([CH2:4][CH:3]([CH3:13])[CH3:2])[CH2:6][S:16][C:14]1=[S:15])[CH:10]([CH3:12])[CH3:11]. The catalyst class is: 131.